This data is from Forward reaction prediction with 1.9M reactions from USPTO patents (1976-2016). The task is: Predict the product of the given reaction. (1) Given the reactants [C:1]([NH:4][CH2:5][C:6]([OH:8])=[O:7])(=[O:3])[CH3:2].C([O:16][C:17](=[O:21])[CH2:18][CH2:19][NH2:20])C1C=CC=CC=1.C(O)(C)C, predict the reaction product. The product is: [C:1]([NH:4][CH2:5][C:6]([OH:8])=[O:7])(=[O:3])[CH3:2].[NH2:20][CH2:19][CH2:18][C:17]([OH:21])=[O:16]. (2) Given the reactants [Cl:1][C:2]1[C:3]([N:8]2[C:12]([C:13]([O:15][CH3:16])=[O:14])=[CH:11][C:10]([CH:17]=[O:18])=[N:9]2)=[N:4][CH:5]=[CH:6][CH:7]=1.O.O.P([O-])(O)(O)=[O:22].[Na+].Cl([O-])=O.[Na+].CC(=CC)C, predict the reaction product. The product is: [Cl:1][C:2]1[C:3]([N:8]2[C:12]([C:13]([O:15][CH3:16])=[O:14])=[CH:11][C:10]([C:17]([OH:22])=[O:18])=[N:9]2)=[N:4][CH:5]=[CH:6][CH:7]=1. (3) Given the reactants [Cl:1][C:2]1[CH:10]=[C:9]2[C:5]([C:6]([CH2:16][CH2:17][C:18](OCC)=[O:19])=[C:7]([C:11]([O:13][CH2:14][CH3:15])=[O:12])[NH:8]2)=[CH:4][CH:3]=1.C1COCC1, predict the reaction product. The product is: [Cl:1][C:2]1[CH:10]=[C:9]2[C:5]([C:6]([CH2:16][CH2:17][CH2:18][OH:19])=[C:7]([CH3:11])[NH:8]2)=[CH:4][CH:3]=1.[Cl:1][C:2]1[CH:10]=[C:9]2[C:5]([C:6]([CH2:16][CH2:17][CH2:18][OH:19])=[C:7]([C:11]([O:13][CH2:14][CH3:15])=[O:12])[NH:8]2)=[CH:4][CH:3]=1. (4) Given the reactants [O:1]1[C:10]2[CH:9]=[C:8]([CH2:11][N:12]([CH:20]3[CH2:25][CH2:24][N:23]([CH2:26][CH2:27][N:28]4[C:37]5[C:32](=[N:33][CH:34]=[C:35]([F:38])[CH:36]=5)[CH:31]=[CH:30][C:29]4=[O:39])[CH2:22][CH2:21]3)C(=O)OC(C)(C)C)[N:7]=[CH:6][C:5]=2[O:4][CH2:3][CH2:2]1.[ClH:40].C(O)C, predict the reaction product. The product is: [ClH:40].[O:1]1[C:10]2[CH:9]=[C:8]([CH2:11][NH:12][CH:20]3[CH2:25][CH2:24][N:23]([CH2:26][CH2:27][N:28]4[C:37]5[C:32](=[N:33][CH:34]=[C:35]([F:38])[CH:36]=5)[CH:31]=[CH:30][C:29]4=[O:39])[CH2:22][CH2:21]3)[N:7]=[CH:6][C:5]=2[O:4][CH2:3][CH2:2]1. (5) The product is: [CH3:31][C:18]1[C:19]([CH3:30])=[C:20]([C:22]2[CH:27]=[CH:26][NH:25][C:24](=[O:28])[CH:23]=2)[N:21]=[C:16]([NH:15][C:13]([CH:10]2[CH2:11][CH2:12]2)=[O:14])[CH:17]=1. Given the reactants O1C2C=CC([C:10]3([C:13]([NH:15][C:16]4[N:21]=[C:20]([C:22]5[CH:27]=[CH:26][N:25]=[C:24]([O:28]C)[CH:23]=5)[C:19]([CH3:30])=[C:18]([CH3:31])[CH:17]=4)=[O:14])[CH2:12][CH2:11]3)=CC=2CC1.[Si](I)(C)(C)C.CO.C(OCC)(=O)C, predict the reaction product.